Dataset: CYP2C19 inhibition data for predicting drug metabolism from PubChem BioAssay. Task: Regression/Classification. Given a drug SMILES string, predict its absorption, distribution, metabolism, or excretion properties. Task type varies by dataset: regression for continuous measurements (e.g., permeability, clearance, half-life) or binary classification for categorical outcomes (e.g., BBB penetration, CYP inhibition). Dataset: cyp2c19_veith. (1) The drug is Cc1csc(NC(=O)Cc2c[nH]c3ccccc23)n1. The result is 1 (inhibitor). (2) The result is 1 (inhibitor). The drug is C/C(O)=c1/ccc2cccc3nc(C)nc1c23. (3) The molecule is CCOC(=O)NC(CC(=O)O)c1ccc(OCC)cc1. The result is 0 (non-inhibitor). (4) The compound is Cc1ccc(S(=O)(=O)/C=C\C#N)cc1. The result is 1 (inhibitor). (5) The drug is O=C(NCCc1c[nH]c2ccccc12)[C@@H]1C[C@H]1[C@@H](NP(=O)(c1ccccc1)c1ccccc1)c1ccccc1. The result is 1 (inhibitor). (6) The molecule is COc1ccc(C2C(C#N)=C(N)Oc3n[nH]c(C)c32)cc1CN1CCN(c2ccc(F)cc2)CC1. The result is 1 (inhibitor). (7) The compound is Nc1ncnc2c1ncn2[C@@H]1O[C@@H](CO)[C@H](O)[C@H]1O. The result is 0 (non-inhibitor). (8) The drug is CC(=O)NCCc1c(Cc2ccccc2)[nH]c2ccccc12. The result is 1 (inhibitor).